This data is from Catalyst prediction with 721,799 reactions and 888 catalyst types from USPTO. The task is: Predict which catalyst facilitates the given reaction. (1) Reactant: C([N:3]1[CH2:8][CH2:7][CH:6]([C:9]2[CH:14]=[C:13]([F:15])[CH:12]=[CH:11][C:10]=2[O:16][CH3:17])[CH2:5][CH2:4]1)=O.[OH-].[Na+]. Product: [F:15][C:13]1[CH:12]=[CH:11][C:10]([O:16][CH3:17])=[C:9]([CH:6]2[CH2:7][CH2:8][NH:3][CH2:4][CH2:5]2)[CH:14]=1. The catalyst class is: 209. (2) Reactant: CCN(C(C)C)C(C)C.[C:10]([O:14][C:15]([N:17]1[CH2:22][CH2:21][C@@H:20]([NH:23][C:24]2[C:25]3[N:26]([CH:33]=[C:34]([C:36]([OH:38])=O)[CH:35]=3)[N:27]=[CH:28][C:29]=2[C:30](=[O:32])[NH2:31])[C:19]([CH3:40])([CH3:39])[CH2:18]1)=[O:16])([CH3:13])([CH3:12])[CH3:11].F[P-](F)(F)(F)(F)F.[N:48]1(O[P+](N(C)C)(N(C)C)N(C)C)C2C=CC=CC=2N=[N:49]1.NN. Product: [C:30]([C:29]1[CH:28]=[N:27][N:26]2[CH:33]=[C:34]([C:36]([NH:48][NH2:49])=[O:38])[CH:35]=[C:25]2[C:24]=1[NH:23][C@@H:20]1[CH2:21][CH2:22][N:17]([C:15]([O:14][C:10]([CH3:13])([CH3:11])[CH3:12])=[O:16])[CH2:18][C:19]1([CH3:39])[CH3:40])(=[O:32])[NH2:31]. The catalyst class is: 35. (3) Reactant: [OH-].[Na+].[Br:3][C:4]1[CH:9]=[CH:8][C:7]([CH2:10][C:11]#[N:12])=[CH:6][CH:5]=1.[CH3:13][CH3:14]. Product: [Br:3][C:4]1[CH:9]=[CH:8][C:7]([C:10]2([C:11]#[N:12])[CH2:14][CH2:13]2)=[CH:6][CH:5]=1. The catalyst class is: 572. (4) Reactant: [F:1][C:2]([F:12])([F:11])[C:3]1[CH:8]=[CH:7][N:6]=[C:5]([CH:9]=O)[CH:4]=1.[C:13]1(N2CCOCC2)[CH2:17][CH2:16][CH2:15][CH:14]=1.Cl.C(=O)(O)[O-:26].[Na+].[OH-].[Na+]. Product: [F:1][C:2]([F:12])([F:11])[C:3]1[CH:8]=[CH:7][N:6]=[C:5]([CH:9]=[C:14]2[CH2:15][CH2:16][CH2:17][C:13]2=[O:26])[CH:4]=1. The catalyst class is: 93. (5) Reactant: [CH3:1][S:2](Cl)(=[O:4])=[O:3].[C:6]([O:10][C:11]([NH:13][C@H:14]([C:19]([O:21][C:22]([CH3:25])([CH3:24])[CH3:23])=[O:20])[CH2:15][CH2:16][CH2:17][OH:18])=[O:12])([CH3:9])([CH3:8])[CH3:7].C(N(CC)CC)C.O. Product: [C:6]([O:10][C:11]([NH:13][C@H:14]([C:19]([O:21][C:22]([CH3:25])([CH3:24])[CH3:23])=[O:20])[CH2:15][CH2:16][CH2:17][O:18][S:2]([CH3:1])(=[O:4])=[O:3])=[O:12])([CH3:9])([CH3:8])[CH3:7]. The catalyst class is: 4. (6) Reactant: [C:1]([O:5][C:6]([N:8]1[CH2:13][CH2:12][CH:11]([C:14]([OH:16])=O)[CH2:10][CH2:9]1)=[O:7])([CH3:4])([CH3:3])[CH3:2].C1C=CC2N(O)N=NC=2C=1.CCN=C=NCCCN(C)C.[CH2:38]([O:40][C:41]1[CH:46]=[CH:45][CH:44]=[CH:43][C:42]=1[C:47]1[N:52]=[CH:51][N:50]=[C:49]([NH2:53])[CH:48]=1)[CH3:39]. Product: [C:1]([O:5][C:6]([N:8]1[CH2:9][CH2:10][CH:11]([C:14](=[O:16])[NH:53][C:49]2[CH:48]=[C:47]([C:42]3[CH:43]=[CH:44][CH:45]=[CH:46][C:41]=3[O:40][CH2:38][CH3:39])[N:52]=[CH:51][N:50]=2)[CH2:12][CH2:13]1)=[O:7])([CH3:2])([CH3:3])[CH3:4]. The catalyst class is: 4.